Dataset: Reaction yield outcomes from USPTO patents with 853,638 reactions. Task: Predict the reaction yield, written as a fraction of the theoretical maximum amount of product (1.0 means a 100% yield; for example, 0.34 means a 34% yield). The reactants are [NH:1]([C:13]([O:15][C:16]([CH3:19])([CH3:18])[CH3:17])=[O:14])[C@H:2]([C:10](O)=[O:11])[CH2:3][C:4]1[CH:9]=[CH:8][CH:7]=[CH:6][CH:5]=1.C[N:21]1CCOCC1.ClC(OCC)=O.[OH-].[NH4+]. The catalyst is O1CCCC1. The product is [C:16]([O:15][C:13]([NH:1][C@H:2]([C:10]([NH2:21])=[O:11])[CH2:3][C:4]1[CH:9]=[CH:8][CH:7]=[CH:6][CH:5]=1)=[O:14])([CH3:19])([CH3:18])[CH3:17]. The yield is 0.820.